Dataset: Catalyst prediction with 721,799 reactions and 888 catalyst types from USPTO. Task: Predict which catalyst facilitates the given reaction. (1) Reactant: Cl.NO.C([N:6](CC)CC)C.[Cl:11][C:12]1[CH:13]=[C:14]([CH2:20][CH2:21][C:22]([O:24][C:25]([CH3:28])([CH3:27])[CH3:26])=[O:23])[CH:15]=[CH:16][C:17]=1[C:18]#[N:19]. Product: [C:18]([C:17]1[CH:16]=[CH:15][C:14]([CH2:20][CH2:21][C:22]([O:24][C:25]([CH3:28])([CH3:27])[CH3:26])=[O:23])=[CH:13][C:12]=1[Cl:11])(=[NH:6])[NH2:19]. The catalyst class is: 14. (2) Reactant: Br[C:2]1[NH:3][C:4]([CH3:14])=[C:5]2[C:10]=1[CH2:9][C:8]([CH3:12])([CH3:11])[CH2:7][C:6]2=[O:13].[O:15]1[C:19]2[CH:20]=[CH:21][C:22](B(O)O)=[CH:23][C:18]=2[O:17][CH2:16]1.C([O-])([O-])=O.[Cs+].[Cs+].[O-]P([O-])([O-])=O.[O-]P([O-])([O-])=O.[Ca+2].[Ca+2].[Ca+2]. Product: [O:15]1[C:19]2[CH:20]=[CH:21][C:22]([C:2]3[NH:3][C:4]([CH3:14])=[C:5]4[C:10]=3[CH2:9][C:8]([CH3:12])([CH3:11])[CH2:7][C:6]4=[O:13])=[CH:23][C:18]=2[O:17][CH2:16]1. The catalyst class is: 29. (3) Reactant: [Cl:1][C:2]1[CH:9]=[C:6]([CH:7]=[O:8])[C:5]([OH:10])=[CH:4][CH:3]=1.[S:11]1[CH2:16][CH2:15][CH:14](OS(C)(=O)=O)[CH2:13][CH2:12]1.C(=O)([O-])[O-].[K+].[K+]. Product: [Cl:1][C:2]1[CH:3]=[CH:4][C:5]([O:10][CH:14]2[CH2:15][CH2:16][S:11][CH2:12][CH2:13]2)=[C:6]([CH:9]=1)[CH:7]=[O:8]. The catalyst class is: 9. (4) Reactant: [C:1]([O:5][C:6](=[O:33])[C:7]1[CH:12]=[C:11]([O:13]CC2C=CC=CC=2)[C:10]([CH2:21][CH:22]2[CH2:24][O:23]2)=[C:9]([O:25]CC2C=CC=CC=2)[CH:8]=1)([CH3:4])([CH3:3])[CH3:2].CCN(CC)CC.C([O-])([O-])=O.[K+].[K+]. Product: [C:1]([O:5][C:6]([C:7]1[CH:8]=[C:9]([OH:25])[C:10]2[CH2:21][CH:22]([CH2:24][OH:23])[O:13][C:11]=2[CH:12]=1)=[O:33])([CH3:2])([CH3:3])[CH3:4]. The catalyst class is: 19. (5) Reactant: [CH3:1][NH:2][N:3]=[CH:4][C:5](=[O:7])[CH3:6].[CH2:8]([C:13]1[CH:18]=[CH:17][C:16]([C:19](=O)[CH:20]=[O:21])=[CH:15][CH:14]=1)[CH2:9][CH2:10][CH2:11][CH3:12]. Product: [CH2:8]([C:13]1[CH:18]=[CH:17][C:16]([C:19]2[N:2]([CH3:1])[N:3]=[C:4]([C:5](=[O:7])[CH3:6])[C:20]=2[OH:21])=[CH:15][CH:14]=1)[CH2:9][CH2:10][CH2:11][CH3:12]. The catalyst class is: 15. (6) Reactant: Br[C:2]1[C:7]([C:8](OC)=[O:9])=[C:6]([CH2:12][CH2:13][C:14]2[CH:19]=[CH:18][CH:17]=[CH:16][CH:15]=2)[CH:5]=[CH:4][N:3]=1.O.[NH2:21][NH2:22].CN1CCCC1=O. Product: [C:14]1([CH2:13][CH2:12][C:6]2[CH:5]=[CH:4][N:3]=[C:2]3[NH:21][N:22]=[C:8]([OH:9])[C:7]=23)[CH:19]=[CH:18][CH:17]=[CH:16][CH:15]=1. The catalyst class is: 6. (7) Reactant: [C:1]([C:3]1[N:8]=[CH:7][C:6]([NH:9][C:10]([N:12]2[CH2:17][CH2:16][N:15]([C:18]3[S:22][N:21]=[C:20]([C:23]4[CH:28]=[CH:27][CH:26]=[CH:25][CH:24]=4)[N:19]=3)[CH2:14][CH2:13]2)=[O:11])=[CH:5][CH:4]=1)#[N:2].[OH-:29].[Na+].O. Product: [NH2:2][C:1]([C:3]1[N:8]=[CH:7][C:6]([NH:9][C:10]([N:12]2[CH2:13][CH2:14][N:15]([C:18]3[S:22][N:21]=[C:20]([C:23]4[CH:28]=[CH:27][CH:26]=[CH:25][CH:24]=4)[N:19]=3)[CH2:16][CH2:17]2)=[O:11])=[CH:5][CH:4]=1)=[O:29]. The catalyst class is: 111.